From a dataset of Catalyst prediction with 721,799 reactions and 888 catalyst types from USPTO. Predict which catalyst facilitates the given reaction. (1) Reactant: [F:1][C@@H:2]1[C@@H:6]([CH2:7][OH:8])[O:5][C@@H:4]([N:9]2[CH:16]=[CH:15][C:13](=[O:14])[NH:12][C:10]2=[O:11])[CH2:3]1.[Si:17](Cl)([C:30]([CH3:33])([CH3:32])[CH3:31])([C:24]1[CH:29]=[CH:28][CH:27]=[CH:26][CH:25]=1)[C:18]1[CH:23]=[CH:22][CH:21]=[CH:20][CH:19]=1.N1C=CN=C1. Product: [F:1][C@@H:2]1[C@@H:6]([CH2:7][O:8][Si:17]([C:30]([CH3:33])([CH3:32])[CH3:31])([C:24]2[CH:25]=[CH:26][CH:27]=[CH:28][CH:29]=2)[C:18]2[CH:23]=[CH:22][CH:21]=[CH:20][CH:19]=2)[O:5][C@@H:4]([N:9]2[CH:16]=[CH:15][C:13](=[O:14])[NH:12][C:10]2=[O:11])[CH2:3]1. The catalyst class is: 3. (2) Reactant: [CH2:1]([CH:3]1[CH2:6][CH:5](C(O)=O)[CH2:4]1)[CH3:2].C([N:13]([CH:16](C)C)CC)(C)C.C1(P(N=[N+]=[N-])(C2C=CC=CC=2)=[O:26])C=CC=CC=1.[CH2:36]([OH:43])[C:37]1[CH:42]=[CH:41][CH:40]=[CH:39][CH:38]=1.[OH-].[Na+]. Product: [CH2:1]([CH:3]1[CH2:4][CH:5]([NH:13][C:16](=[O:26])[O:43][CH2:36][C:37]2[CH:42]=[CH:41][CH:40]=[CH:39][CH:38]=2)[CH2:6]1)[CH3:2]. The catalyst class is: 11. (3) Reactant: [C:1]([O:5][C:6]([N:8]1[CH2:15][CH2:14][C:11]2([O:13][CH2:12]2)[CH2:10][CH2:9]1)=[O:7])([CH3:4])([CH3:3])[CH3:2].[NH4+:16].[OH-]. Product: [C:1]([O:5][C:6]([N:8]1[CH2:15][CH2:14][C:11]([CH2:12][NH2:16])([OH:13])[CH2:10][CH2:9]1)=[O:7])([CH3:4])([CH3:3])[CH3:2]. The catalyst class is: 5.